This data is from Forward reaction prediction with 1.9M reactions from USPTO patents (1976-2016). The task is: Predict the product of the given reaction. Given the reactants C(OC([N:8]1[CH:12]=[CH:11][CH:10]=[C:9]1[C:13]1[S:21][C:20]2[C:15](=[N:16][CH:17]=[CH:18][C:19]=2[NH:22][C:23]2[CH:24]=[C:25]3[C:29](=[CH:30][CH:31]=2)[NH:28][C:27]([CH3:32])=[CH:26]3)[CH:14]=1)=O)(C)(C)C.FC(F)(F)C(O)=O.C(=O)([O-])[O-].[Na+].[Na+], predict the reaction product. The product is: [CH3:32][C:27]1[NH:28][C:29]2[C:25]([CH:26]=1)=[CH:24][C:23]([NH:22][C:19]1[CH:18]=[CH:17][N:16]=[C:15]3[CH:14]=[C:13]([C:9]4[NH:8][CH:12]=[CH:11][CH:10]=4)[S:21][C:20]=13)=[CH:31][CH:30]=2.